From a dataset of Peptide-MHC class I binding affinity with 185,985 pairs from IEDB/IMGT. Regression. Given a peptide amino acid sequence and an MHC pseudo amino acid sequence, predict their binding affinity value. This is MHC class I binding data. The peptide sequence is STIPETILEL. The MHC is HLA-A26:01 with pseudo-sequence HLA-A26:01. The binding affinity (normalized) is 0.379.